From a dataset of Full USPTO retrosynthesis dataset with 1.9M reactions from patents (1976-2016). Predict the reactants needed to synthesize the given product. Given the product [F:20][C:14]1[CH:15]=[CH:16][CH:17]=[C:18]([F:19])[C:13]=1[O:12][C:10]1[CH2:11][N:7]([C@@H:4]([CH2:5][CH3:6])[C:3]([OH:22])=[O:2])[C:8](=[O:21])[CH:9]=1, predict the reactants needed to synthesize it. The reactants are: C[O:2][C:3](=[O:22])[C@@H:4]([N:7]1[CH2:11][C:10]([O:12][C:13]2[C:18]([F:19])=[CH:17][CH:16]=[CH:15][C:14]=2[F:20])=[CH:9][C:8]1=[O:21])[CH2:5][CH3:6].O.[OH-].[Li+].O.